Task: Regression. Given a peptide amino acid sequence and an MHC pseudo amino acid sequence, predict their binding affinity value. This is MHC class II binding data.. Dataset: Peptide-MHC class II binding affinity with 134,281 pairs from IEDB (1) The peptide sequence is YAIGGSSNPTILSEG. The MHC is DRB1_0101 with pseudo-sequence DRB1_0101. The binding affinity (normalized) is 0.323. (2) The peptide sequence is EIGAVALDYPSGTSG. The MHC is DRB1_0801 with pseudo-sequence DRB1_0801. The binding affinity (normalized) is 0. (3) The peptide sequence is VKITDKNYEHIAAYH. The MHC is DRB1_1201 with pseudo-sequence DRB1_1201. The binding affinity (normalized) is 0.298. (4) The peptide sequence is AEHQAIVRDVLAASD. The MHC is DRB1_0802 with pseudo-sequence DRB1_0802. The binding affinity (normalized) is 0.0522. (5) The peptide sequence is VRNPFFAVTALTIAY. The MHC is H-2-IEd with pseudo-sequence H-2-IEd. The binding affinity (normalized) is 0.301. (6) The peptide sequence is THSWEYWGAQLNAMK. The binding affinity (normalized) is 0.726. The MHC is DRB1_0401 with pseudo-sequence DRB1_0401.